This data is from Full USPTO retrosynthesis dataset with 1.9M reactions from patents (1976-2016). The task is: Predict the reactants needed to synthesize the given product. (1) Given the product [C:33]([OH:40])(=[O:39])/[CH:34]=[CH:35]\[C:36]([OH:38])=[O:37].[Cl:1][C:2]1[CH:7]=[C:6]([O:8][C:9]2[C:18]3[C:13](=[CH:14][C:15]([O:21][CH3:22])=[C:16]([O:19][CH3:20])[CH:17]=3)[N:12]=[CH:11][CH:10]=2)[CH:5]=[CH:4][C:3]=1[NH:23][C:24]([NH:26][C:27]1[CH:31]=[C:30]([CH3:32])[O:29][N:28]=1)=[O:25], predict the reactants needed to synthesize it. The reactants are: [Cl:1][C:2]1[CH:7]=[C:6]([O:8][C:9]2[C:18]3[C:13](=[CH:14][C:15]([O:21][CH3:22])=[C:16]([O:19][CH3:20])[CH:17]=3)[N:12]=[CH:11][CH:10]=2)[CH:5]=[CH:4][C:3]=1[NH:23][C:24]([NH:26][C:27]1[CH:31]=[C:30]([CH3:32])[O:29][N:28]=1)=[O:25].[C:33]([OH:40])(=[O:39])/[CH:34]=[CH:35]\[C:36]([OH:38])=[O:37]. (2) Given the product [F:20][C:21]1[CH:22]=[CH:23][C:24]([S:27]([N:30]([CH:31]([CH3:33])[CH3:32])[CH2:34][C:35]([NH:19][CH2:18][C:5]2[CH:6]=[C:7]([C:8]3[CH:9]=[CH:10][C:11]([C:14]([F:16])([F:17])[F:15])=[CH:12][CH:13]=3)[C:2]([F:1])=[CH:3][CH:4]=2)=[O:36])(=[O:28])=[O:29])=[CH:25][CH:26]=1, predict the reactants needed to synthesize it. The reactants are: [F:1][C:2]1[C:7]([C:8]2[CH:13]=[CH:12][C:11]([C:14]([F:17])([F:16])[F:15])=[CH:10][CH:9]=2)=[CH:6][C:5]([CH2:18][NH2:19])=[CH:4][CH:3]=1.[F:20][C:21]1[CH:26]=[CH:25][C:24]([S:27]([N:30]([CH2:34][C:35](O)=[O:36])[CH:31]([CH3:33])[CH3:32])(=[O:29])=[O:28])=[CH:23][CH:22]=1.CN(C(ON1N=NC2C=CC=NC1=2)=[N+](C)C)C.F[P-](F)(F)(F)(F)F.C(N(CC)C(C)C)(C)C.OS([O-])(=O)=O.[K+]. (3) Given the product [Cl:1][C:2]1[CH:3]=[CH:4][C:5]([S:8]([N:11]([CH2:34][C:28]2[CH:29]=[CH:30][C:31]([F:33])=[CH:32][C:27]=2[CH2:26][CH2:25][C:24]([OH:36])=[O:23])[C@@H:12]2[CH2:18][C:17]([CH3:19])([CH3:20])[CH2:16][CH2:15][NH:14][C:13]2=[O:21])(=[O:10])=[O:9])=[CH:6][CH:7]=1, predict the reactants needed to synthesize it. The reactants are: [Cl:1][C:2]1[CH:7]=[CH:6][C:5]([S:8]([NH:11][C@@H:12]2[CH2:18][C:17]([CH3:20])([CH3:19])[CH2:16][CH2:15][NH:14][C:13]2=[O:21])(=[O:10])=[O:9])=[CH:4][CH:3]=1.C[O:23][C:24](=[O:36])[CH2:25][CH2:26][C:27]1[CH:32]=[C:31]([F:33])[CH:30]=[CH:29][C:28]=1[CH2:34]Br.